This data is from Reaction yield outcomes from USPTO patents with 853,638 reactions. The task is: Predict the reaction yield, written as a fraction of the theoretical maximum amount of product (1.0 means a 100% yield; for example, 0.34 means a 34% yield). (1) The reactants are [C:1]12([N:6]3[C:29]4[CH:28]=[CH:27][C:11]5([CH2:16][CH2:15][N:14]([C:17]([O:19][CH2:20][C:21]6[CH:26]=[CH:25][CH:24]=[CH:23][CH:22]=6)=[O:18])[CH2:13][CH2:12]5)[CH2:10][C:9]=4[CH:8]=[N:7]3)[CH2:5][CH:3]([CH2:4]1)[CH2:2]2.BrN1C(=[O:36])CCC1=O.C[N+]1([O-])CCOCC1.[Cl-].[NH4+]. The catalyst is C(OCC)(=O)C.C(#N)C.O1CCCC1.O.[Ru]([O-])(=O)(=O)=O.C([N+](CCC)(CCC)CCC)CC.[Zn]. The product is [C:1]12([N:6]3[C:29]4[C:28](=[O:36])[CH2:27][C:11]5([CH2:12][CH2:13][N:14]([C:17]([O:19][CH2:20][C:21]6[CH:26]=[CH:25][CH:24]=[CH:23][CH:22]=6)=[O:18])[CH2:15][CH2:16]5)[CH2:10][C:9]=4[CH:8]=[N:7]3)[CH2:4][CH:3]([CH2:2]1)[CH2:5]2. The yield is 0.420. (2) The reactants are [Li]CCCC.[CH2:6]([N:8]1[CH2:13][CH2:12][N:11]([C:14]2[N:15](S(N(C)C)(=O)=O)[CH:16]=[CH:17][N:18]=2)[CH2:10][CH2:9]1)[CH3:7].CN([CH:28]=[O:29])C.C([O-])([O-])=O.[Na+].[Na+]. The catalyst is C1COCC1. The product is [CH2:6]([N:8]1[CH2:13][CH2:12][N:11]([C:14]2[NH:15][C:16]([CH:28]=[O:29])=[CH:17][N:18]=2)[CH2:10][CH2:9]1)[CH3:7]. The yield is 0.320. (3) The reactants are [Br:1][C:2]1[CH:10]=[C:9]([CH:11]=[O:12])[CH:8]=[C:7]2[C:3]=1[CH:4]=[N:5][NH:6]2.[CH3:13][Si:14]([CH2:17][CH2:18][O:19][CH2:20]Cl)([CH3:16])[CH3:15]. The catalyst is C(Cl)Cl.[OH-].[K+].CCCC[N+](CCCC)(CCCC)CCCC.[Br-]. The product is [Br:1][C:2]1[CH:10]=[C:9]([CH:11]=[O:12])[CH:8]=[C:7]2[C:3]=1[CH:4]=[N:5][N:6]2[CH2:20][O:19][CH2:18][CH2:17][Si:14]([CH3:16])([CH3:15])[CH3:13]. The yield is 0.820. (4) The catalyst is C(#N)C. The product is [C:24]([C:23]1[C:10]([CH:9]([C:4]2[CH:5]=[CH:6][C:7]([Cl:8])=[C:2]([Cl:1])[CH:3]=2)[CH2:13][CH:14]=[CH2:15])=[C:37]([C:38]([O:40][CH2:41][CH3:42])=[O:39])[S:26][C:22]=1[N:16]1[CH2:21][CH2:20][O:19][CH2:18][CH2:17]1)#[N:25]. The reactants are [Cl:1][C:2]1[CH:3]=[C:4]([CH:9]([CH2:13][CH:14]=[CH2:15])[C:10](Cl)=O)[CH:5]=[CH:6][C:7]=1[Cl:8].[N:16]1([C:22](=[S:26])[CH2:23][C:24]#[N:25])[CH2:21][CH2:20][O:19][CH2:18][CH2:17]1.C(N(CC)C(C)C)(C)C.I[CH2:37][C:38]([O:40][CH2:41][CH3:42])=[O:39]. The yield is 0.159.